This data is from Full USPTO retrosynthesis dataset with 1.9M reactions from patents (1976-2016). The task is: Predict the reactants needed to synthesize the given product. Given the product [NH2:7][C:2]1[CH:3]=[CH:4][CH:5]=[CH:6][C:1]=1[NH:8][CH:10]1[CH2:15][CH2:14][N:13]([C:16]([O:18][C:19]([CH3:22])([CH3:21])[CH3:20])=[O:17])[CH2:12][CH2:11]1, predict the reactants needed to synthesize it. The reactants are: [C:1]1([NH2:8])[C:2]([NH2:7])=[CH:3][CH:4]=[CH:5][CH:6]=1.O=[C:10]1[CH2:15][CH2:14][N:13]([C:16]([O:18][C:19]([CH3:22])([CH3:21])[CH3:20])=[O:17])[CH2:12][CH2:11]1.